Dataset: Reaction yield outcomes from USPTO patents with 853,638 reactions. Task: Predict the reaction yield, written as a fraction of the theoretical maximum amount of product (1.0 means a 100% yield; for example, 0.34 means a 34% yield). (1) The reactants are [Br-].[CH2:2]([O:9][CH2:10][CH2:11][CH2:12][P+](C1C=CC=CC=1)(C1C=CC=CC=1)C1C=CC=CC=1)[C:3]1[CH:8]=[CH:7][CH:6]=[CH:5][CH:4]=1.C[Si]([N-][Si](C)(C)C)(C)C.[Na+].[NH2:42][C:43]1[N:48]=[C:47]([CH:49]([CH3:51])[CH3:50])[C:46]([C:52]([O:54][CH3:55])=[O:53])=[C:45]([C:56]2[CH:61]=[CH:60][C:59]([F:62])=[CH:58][CH:57]=2)[C:44]=1[CH:63]=O.[NH4+].[Cl-]. The catalyst is O1CCCC1.C(OCC)(=O)C. The product is [NH2:42][C:43]1[C:44](/[CH:63]=[CH:12]/[CH2:11][CH2:10][O:9][CH2:2][C:3]2[CH:4]=[CH:5][CH:6]=[CH:7][CH:8]=2)=[C:45]([C:56]2[CH:57]=[CH:58][C:59]([F:62])=[CH:60][CH:61]=2)[C:46]([C:52]([O:54][CH3:55])=[O:53])=[C:47]([CH:49]([CH3:51])[CH3:50])[N:48]=1. The yield is 0.820. (2) The reactants are [ClH:1].[CH3:2][N:3]([CH3:27])[C:4]1([C:22]2[S:23][CH:24]=[CH:25][CH:26]=2)[CH2:9][CH2:8][N:7]([CH2:10][CH2:11][CH2:12][N:13](C)[C:14](=O)OC(C)(C)C)[CH2:6][CH2:5]1.CO.C(Cl)(Cl)[Cl:31]. The catalyst is C(Cl)(Cl)Cl. The product is [ClH:31].[ClH:1].[ClH:31].[CH3:27][N:3]([CH3:2])[C:4]1([C:22]2[S:23][CH:24]=[CH:25][CH:26]=2)[CH2:9][CH2:8][N:7]([CH2:10][CH2:11][CH2:12][NH:13][CH3:14])[CH2:6][CH2:5]1. The yield is 0.980. (3) The reactants are [CH3:1][C:2]1[CH:10]=[CH:9][C:8]([N:11]([CH3:20])[S:12]([C:15]2[S:16][CH:17]=[CH:18][CH:19]=2)(=[O:14])=[O:13])=[C:7]2[C:3]=1[CH:4]=[C:5]([C:21](O)=[O:22])[NH:6]2.[CH2:24]([S:31][CH:32]([CH:35]([O:38][CH3:39])[O:36][CH3:37])[CH2:33][NH2:34])[C:25]1[CH:30]=[CH:29][CH:28]=[CH:27][CH:26]=1.C(N(C(C)C)C(C)C)C.F[P-](F)(F)(F)(F)F.N1(OC(N(C)C)=[N+](C)C)C2N=CC=CC=2N=N1. The catalyst is CN(C)C=O.C(OCC)(=O)C. The product is [CH2:24]([S:31][CH:32]([CH:35]([O:36][CH3:37])[O:38][CH3:39])[CH2:33][NH:34][C:21]([C:5]1[NH:6][C:7]2[C:3]([CH:4]=1)=[C:2]([CH3:1])[CH:10]=[CH:9][C:8]=2[N:11]([CH3:20])[S:12]([C:15]1[S:16][CH:17]=[CH:18][CH:19]=1)(=[O:13])=[O:14])=[O:22])[C:25]1[CH:30]=[CH:29][CH:28]=[CH:27][CH:26]=1. The yield is 0.970.